This data is from Forward reaction prediction with 1.9M reactions from USPTO patents (1976-2016). The task is: Predict the product of the given reaction. (1) The product is: [Br:13][C:10]1[CH:11]=[CH:12][C:7]([CH:2]([N:33]2[CH2:34][CH2:35][C:29]3([O:28][CH2:27][C:26](=[O:36])[N:25]([CH:22]4[CH2:23][CH2:24]4)[CH2:30]3)[CH2:31][CH2:32]2)[C:3]([O:5][CH3:6])=[O:4])=[C:8]([F:14])[CH:9]=1. Given the reactants Br[CH:2]([C:7]1[CH:12]=[CH:11][C:10]([Br:13])=[CH:9][C:8]=1[F:14])[C:3]([O:5][CH3:6])=[O:4].C(=O)([O-])[O-].[K+].[K+].Cl.[CH:22]1([N:25]2[CH2:30][C:29]3([CH2:35][CH2:34][NH:33][CH2:32][CH2:31]3)[O:28][CH2:27][C:26]2=[O:36])[CH2:24][CH2:23]1, predict the reaction product. (2) The product is: [CH:65]1[C:66]2[CH:54]([CH2:53][O:52][C:50]([N:47]3[CH2:48][CH2:49][CH:44]([NH:43][C:26](=[O:27])[C:25]4[CH:29]=[CH:30][C:22]([NH:21][C:19]5[N:18]=[CH:17][C:8]6[N:9]([CH3:16])[C:10](=[O:15])[C:11]([F:13])([F:14])[CH2:12][N:6]([CH:1]7[CH2:5][CH2:4][CH2:3][CH2:2]7)[C:7]=6[N:20]=5)=[C:23]([O:31][CH3:32])[CH:24]=4)[CH2:45][CH2:46]3)=[O:51])[C:55]3[C:60](=[CH:59][CH:58]=[CH:57][CH:56]=3)[C:61]=2[CH:62]=[CH:63][CH:64]=1. Given the reactants [CH:1]1([N:6]2[CH2:12][C:11]([F:14])([F:13])[C:10](=[O:15])[N:9]([CH3:16])[C:8]3[CH:17]=[N:18][C:19]([NH:21][C:22]4[CH:30]=[CH:29][C:25]([C:26](O)=[O:27])=[CH:24][C:23]=4[O:31][CH3:32])=[N:20][C:7]2=3)[CH2:5][CH2:4][CH2:3][CH2:2]1.C(N(C(C)C)C(C)C)C.Cl.[NH2:43][CH:44]1[CH2:49][CH2:48][N:47]([C:50]([O:52][CH2:53][CH:54]2[C:66]3[C:61](=[CH:62][CH:63]=[CH:64][CH:65]=3)[C:60]3[C:55]2=[CH:56][CH:57]=[CH:58][CH:59]=3)=[O:51])[CH2:46][CH2:45]1, predict the reaction product. (3) Given the reactants [CH3:1][C:2]1[CH:10]=[CH:9][C:5]([C:6]([OH:8])=O)=[CH:4][C:3]=1[N:11]1[CH:15]=[C:14]([C:16]2[CH:21]=[CH:20][CH:19]=[CH:18][N:17]=2)[N:13]=[N:12]1.[NH2:22][C:23]1[C:24]([O:38][CH3:39])=[C:25]([NH:33][S:34]([CH3:37])(=[O:36])=[O:35])[CH:26]=[C:27]([C:29]([CH3:32])([CH3:31])[CH3:30])[CH:28]=1, predict the reaction product. The product is: [C:29]([C:27]1[CH:26]=[C:25]([NH:33][S:34]([CH3:37])(=[O:36])=[O:35])[C:24]([O:38][CH3:39])=[C:23]([NH:22][C:6](=[O:8])[C:5]2[CH:9]=[CH:10][C:2]([CH3:1])=[C:3]([N:11]3[CH:15]=[C:14]([C:16]4[CH:21]=[CH:20][CH:19]=[CH:18][N:17]=4)[N:13]=[N:12]3)[CH:4]=2)[CH:28]=1)([CH3:32])([CH3:30])[CH3:31]. (4) Given the reactants [Br:1][C:2]1[CH:3]=[C:4]([C:9]2([C:17]3[CH:22]=[CH:21][CH:20]=[CH:19][CH:18]=3)[NH:13][C:12](=S)[N:11]([CH3:15])[C:10]2=[O:16])[CH:5]=[CH:6][C:7]=1[F:8].C(OO)(C)(C)C.[OH-].[NH4+:30], predict the reaction product. The product is: [NH2:30][C:12]1[N:11]([CH3:15])[C:10](=[O:16])[C:9]([C:4]2[CH:5]=[CH:6][C:7]([F:8])=[C:2]([Br:1])[CH:3]=2)([C:17]2[CH:22]=[CH:21][CH:20]=[CH:19][CH:18]=2)[N:13]=1. (5) Given the reactants C(OC(=O)[NH:7][C:8]1[CH:13]=[CH:12][C:11]([C:14]2[CH:19]=[CH:18][C:17]([CH2:20][CH3:21])=[CH:16][CH:15]=2)=[CH:10][C:9]=1[NH2:22])(C)(C)C.CC1(C)O[C:29]([C:31]2[CH:32]=[C:33]([CH:36]=[CH:37][CH:38]=2)[C:34]#[N:35])=[CH:28][C:27](=[O:39])O1.C(O)(C(F)(F)F)=O, predict the reaction product. The product is: [CH2:20]([C:17]1[CH:16]=[CH:15][C:14]([C:11]2[CH:12]=[CH:13][C:8]3[N:7]=[C:29]([C:31]4[CH:32]=[C:33]([CH:36]=[CH:37][CH:38]=4)[C:34]#[N:35])[CH2:28][C:27](=[O:39])[NH:22][C:9]=3[CH:10]=2)=[CH:19][CH:18]=1)[CH3:21]. (6) Given the reactants [F:1][C:2]([F:42])([F:41])[C:3]1[CH:4]=[C:5]([C@H:13]2[O:17][C:16](=[O:18])[N:15]([CH2:19][C:20]3[CH:25]=[C:24]([O:26][C:27]([F:30])([F:29])[F:28])[CH:23]=[CH:22][C:21]=3[N:31]([CH2:38][CH3:39])[CH2:32][CH2:33][CH2:34][CH2:35][CH:36]=[O:37])[C@H:14]2[CH3:40])[CH:6]=[C:7]([C:9]([F:12])([F:11])[F:10])[CH:8]=1.CC(=CC)C.[O-:48]Cl=O.[Na+].Cl, predict the reaction product. The product is: [F:42][C:2]([F:1])([F:41])[C:3]1[CH:4]=[C:5]([C@H:13]2[O:17][C:16](=[O:18])[N:15]([CH2:19][C:20]3[CH:25]=[C:24]([O:26][C:27]([F:28])([F:29])[F:30])[CH:23]=[CH:22][C:21]=3[N:31]([CH2:38][CH3:39])[CH2:32][CH2:33][CH2:34][CH2:35][C:36]([OH:48])=[O:37])[C@H:14]2[CH3:40])[CH:6]=[C:7]([C:9]([F:11])([F:10])[F:12])[CH:8]=1. (7) Given the reactants [CH3:1][Mg]Br.C[C:5]1([C:12]([OH:21])([C:17]([F:20])([F:19])[F:18])[C:13]([F:16])([F:15])[F:14])[CH2:10][CH2:9][CH2:8][CH2:7][C:6]1=[O:11], predict the reaction product. The product is: [F:20][C:17]([F:18])([F:19])[C:12]([CH:5]1[CH2:10][CH2:9][CH2:8][CH2:7][C:6]1([CH3:1])[OH:11])([OH:21])[C:13]([F:15])([F:14])[F:16].